Dataset: Forward reaction prediction with 1.9M reactions from USPTO patents (1976-2016). Task: Predict the product of the given reaction. The product is: [Cl:35][C:30]1[CH:31]=[CH:32][CH:33]=[CH:34][C:29]=1[C:17]1[N:18]([CH2:21][C:22]2[N:27]=[C:26]([NH2:28])[CH:25]=[CH:24][CH:23]=2)[C:19]2[C:15]([CH:16]=1)=[CH:14][CH:13]=[C:12]([C:6]#[C:5][CH2:4][CH2:3][O:7][CH3:37])[CH:20]=2. Given the reactants [H-].[Na+].[C:3]([OH:7])#[C:4][CH2:5][CH3:6].CI.Cl.Br[C:12]1[CH:20]=[C:19]2[C:15]([CH:16]=[C:17]([C:29]3[CH:34]=[CH:33][CH:32]=[CH:31][C:30]=3[Cl:35])[N:18]2[CH2:21][C:22]2[N:27]=[C:26]([NH2:28])[CH:25]=[CH:24][CH:23]=2)=[CH:14][CH:13]=1.N1CCC[CH2:37]1, predict the reaction product.